This data is from Experimentally validated miRNA-target interactions with 360,000+ pairs, plus equal number of negative samples. The task is: Binary Classification. Given a miRNA mature sequence and a target amino acid sequence, predict their likelihood of interaction. (1) The miRNA is hsa-miR-346 with sequence UGUCUGCCCGCAUGCCUGCCUCU. The protein sequence of the target gene is MSAGGRDEERRKLADIIHHWNANRLDLFEISQPTEDLEFHGVMRFYFQDKAAGNFATKCIRVSSTATTQDVIETLAEKFRPDMRMLSSPKYSLYEVHVSGERRLDIDEKPLVVQLNWNKDDREGRFVLKNENDAIPPKKAQSNGPEKQEKEGVIQNFKRTLSKKEKKEKKKREKEALRQASDKDDRPFQGEDVENSRLAAEVYKDMPETSFTRTISNPEVVMKRRRQQKLEKRMQEFRSSDGRPDSGGTLRIYADSLKPNIPYKTILLSTTDPADFAVAEALEKYGLEKENPKDYCIARV.... Result: 1 (interaction). (2) The miRNA is hsa-miR-4285 with sequence GCGGCGAGUCCGACUCAU. The protein sequence of the target gene is MQWRGAGLWWPRRRQQQQQQQPPPPAFGPPAAAMVPPSRGVSPGLGGRPTSALLFLCYLNFVPSLGRQTSLTTSVLPRTEQSTTYADFIYFTAFEGSVRNVSEVSVEYLCSQPCVVHLEAVVSSEFRSSIPVYKKRWRNEKHLHTSRTQTVHVKFPSIMVYRDDYLIRHPISVSTVILRAWITHWHSGGGLNVRGEENLLHAVAKNYTLLQTVPPFERPFKDHQVCLEWNMDYLWSLWANRIPQCPLESDAVALLSFPYASSGENTGIVKKLQNFQNRELEATRSQRVDYPMVTISLWLY.... Result: 0 (no interaction). (3) The miRNA is mmu-miR-144-3p with sequence UACAGUAUAGAUGAUGUACU. The protein sequence of the target gene is MSEPKAIDPKLSTTDRVVKAVPFPPSHRLTAKEVFDNDGKPRVDILKAHLMKEGRLEESVALRIITEGASILRQEKNLLDIDAPVTVCGDIHGQFFDLMKLFEVGGSPANTRYLFLGDYVDRGYFSIECVLYLWALKILYPKTLFLLRGNHECRHLTEYFTFKQECKIKYSERVYDACMDAFDCLPLAALMNQQFLCVHGGLSPEINTLDDIRKLDRFKEPPAYGPMCDILWSDPLEDFGNEKTQEHFTHNTVRGCSYFYSYPAVCDFLQHNNLLSILRAHEAQDAGYRMYRKSQTTGFP.... Result: 0 (no interaction). (4) Result: 1 (interaction). The protein sequence of the target gene is MAAHLSYGRVNLNVLREAVRRELREFLDKCAGSKAIVWDEYLTGPFGLIAQYSLLKEHEVEKMFTLKGNRLPAADVKNIIFFVRPRLELMDIIAENVLSEDRRGPTRDFHILFVPRRSLLCEQRLKDLGVLGSFIHREEYSLDLIPFDGDLLSMESEGAFKECYLEGDQTSLYHAAKGLMTLQALYGTIPQIFGKGECARQVANMMIRMKREFTGSQNSIFPVFDNLLLLDRNVDLLTPLATQLTYEGLIDEIYGIQNSYVKLPPEKFAPKKQGDGGKDLPTEAKKLQLNSAEELYAEIR.... The miRNA is hsa-miR-30a-5p with sequence UGUAAACAUCCUCGACUGGAAG. (5) The miRNA is hsa-miR-3163 with sequence UAUAAAAUGAGGGCAGUAAGAC. The protein sequence of the target gene is MHRKHLQEIPDLSSNVATSFTWGWDSSKTSELLSGMGVSALEKEEPDSENIPQELLSNLGHPESPPRKRLKSKGSDKDFVIVRRPKLNRENFPGVSWDSLPDELLLGIFSCLCLPELLKVSGVCKRWYRLASDESLWQTLDLTGKNLHPDVTGRLLSQGVIAFRCPRSFMDQPLAEHFSPFRVQHMDLSNSVIEVSTLHGILSQCSKLQNLSLEGLRLSDPIVNTLAKNSNLVRLNLSGCSGFSEFALQTLLSSCSRLDELNLSWCFDFTEKHVQVAVAHVSETITQLNLSGYRKNLQKS.... Result: 1 (interaction).